This data is from Cav3 T-type calcium channel HTS with 100,875 compounds. The task is: Binary Classification. Given a drug SMILES string, predict its activity (active/inactive) in a high-throughput screening assay against a specified biological target. (1) The compound is s1c(NC(=O)CNCc2occc2)c(c(c2ccc(OC)cc2)c1)C(OCC)=O. The result is 0 (inactive). (2) The compound is FC(F)(F)c1oc2c(c(=O)c1c1c(OC)cccc1)ccc(OC(=O)c1cc(c([N+]([O-])=O)cc1)C)c2. The result is 0 (inactive). (3) The molecule is Clc1c(c2oc3c(NS(=O)(=O)c4c5nsnc5ccc4)ccc(O)c3c(=O)c2)cccc1. The result is 0 (inactive). (4) The molecule is s1c2c(N3CCN(CC3)C)nc(nc2n(c1=S)c1ccccc1)CCC. The result is 0 (inactive). (5) The compound is Fc1c(COn2c3c([n+]([O-])cc2=O)cccc3)c(F)ccc1. The result is 0 (inactive). (6) The drug is s1c(NC(=O)CCC(OC)=O)c(c(c1C)C)C(=O)N. The result is 0 (inactive). (7) The molecule is O=C(N(CCCC)C)C1CCN(CC1)CCCc1ccccc1. The result is 0 (inactive). (8) The molecule is OC(P(=O)(CC)c1ccccc1)(C)C. The result is 0 (inactive). (9) The molecule is S(C=1NC(=O)CC(c2ccc(cc2)C)C1C#N)CC(=O)Nc1sccn1. The result is 0 (inactive). (10) The compound is O(CC(=O)N1CCc2c1cccc2)c1cc2c(oc(=O)cc2C)cc1. The result is 0 (inactive).